From a dataset of Forward reaction prediction with 1.9M reactions from USPTO patents (1976-2016). Predict the product of the given reaction. (1) Given the reactants [F-].C([N+](CCCC)(CCCC)CCCC)CCC.[Si]([O:36][CH2:37][CH2:38][O:39][CH2:40][C@H:41]([O:52][C:53]1[N:58]=[CH:57][N:56]=[C:55]2[N:59]([C:62]3[CH:67]=[C:66]([F:68])[CH:65]=[CH:64][C:63]=3[CH3:69])[N:60]=[CH:61][C:54]=12)[C:42]([NH:44][C:45]1[CH:50]=[CH:49][C:48]([Cl:51])=[CH:47][N:46]=1)=[O:43])(C(C)(C)C)(C1C=CC=CC=1)C1C=CC=CC=1, predict the reaction product. The product is: [Cl:51][C:48]1[CH:49]=[CH:50][C:45]([NH:44][C:42](=[O:43])[C@@H:41]([O:52][C:53]2[N:58]=[CH:57][N:56]=[C:55]3[N:59]([C:62]4[CH:67]=[C:66]([F:68])[CH:65]=[CH:64][C:63]=4[CH3:69])[N:60]=[CH:61][C:54]=23)[CH2:40][O:39][CH2:38][CH2:37][OH:36])=[N:46][CH:47]=1. (2) Given the reactants [CH2:1]([CH:7]1[CH2:9][O:8]1)[CH2:2][CH2:3][CH2:4][CH2:5][CH3:6].[NH:10]1[C:18]2[CH:17]=[CH:16][N:15]=[CH:14][C:13]=2[NH:12][C:11]1=[O:19].C(=O)([O-])[O-].[Cs+].[Cs+], predict the reaction product. The product is: [OH:8][CH:7]([CH2:1][CH2:2][CH2:3][CH2:4][CH2:5][CH3:6])[CH2:9][N:10]1[C:18]2[CH:17]=[CH:16][N:15]=[CH:14][C:13]=2[NH:12][C:11]1=[O:19].[OH:8][CH:7]([CH2:1][CH2:2][CH2:3][CH2:4][CH2:5][CH3:6])[CH2:9][N:12]1[C:13]2[CH:14]=[N:15][CH:16]=[CH:17][C:18]=2[NH:10][C:11]1=[O:19].